Dataset: Catalyst prediction with 721,799 reactions and 888 catalyst types from USPTO. Task: Predict which catalyst facilitates the given reaction. (1) Reactant: [NH2:1][C:2]1[CH:10]=[C:9]([Br:11])[CH:8]=[CH:7][C:3]=1[C:4]([OH:6])=[O:5].Cl[C:13](Cl)([O:15]C(=O)OC(Cl)(Cl)Cl)Cl.O. Product: [Br:11][C:9]1[CH:8]=[CH:7][C:3]2[C:4](=[O:6])[O:5][C:13](=[O:15])[NH:1][C:2]=2[CH:10]=1. The catalyst class is: 12. (2) Reactant: [BH4-].[Na+].C1COCC1.[Br:8][C:9]1[CH:10]=[C:11]([O:18][CH3:19])[C:12]([OH:17])=[C:13]([CH:16]=1)[CH:14]=[O:15].Cl. Product: [Br:8][C:9]1[CH:10]=[C:11]([O:18][CH3:19])[C:12]([OH:17])=[C:13]([CH2:14][OH:15])[CH:16]=1. The catalyst class is: 15. (3) Reactant: COC(=O)[C:4]1[CH:9]=[CH:8][CH:7]=[CH:6][C:5]=1CC[C@@H](O)[C@@H](NC(OC(C)(C)C)=O)C[C:4]1[CH:9]=[CH:8][CH:7]=[CH:6][CH:5]=1.[OH-].[Na+].C[N:34]1[CH2:39][CH2:38][O:37]CC1.CCN=C=NCCCN(C)C.C1C=CC2N(O)N=NC=2C=1. Product: [C:4]1([C@H:39]([CH2:38][OH:37])[NH2:34])[CH:9]=[CH:8][CH:7]=[CH:6][CH:5]=1. The catalyst class is: 100. (4) Reactant: [OH:1][C@@H:2]1[CH2:7][CH2:6][CH2:5][N:4]([C:8]([O:10][C:11]([CH3:14])([CH3:13])[CH3:12])=[O:9])[CH2:3]1.[Cl:15][C:16]1[C:17](F)=[CH:18][C:19]([F:29])=[C:20]([CH:28]=1)[C:21]([O:23][C:24]([CH3:27])([CH3:26])[CH3:25])=[O:22].C(=O)([O-])[O-].[Cs+].[Cs+]. Product: [C:24]([O:23][C:21]([C:20]1[C:19]([F:29])=[CH:18][C:17]([O:1][C@@H:2]2[CH2:7][CH2:6][CH2:5][N:4]([C:8]([O:10][C:11]([CH3:14])([CH3:13])[CH3:12])=[O:9])[CH2:3]2)=[C:16]([Cl:15])[CH:28]=1)=[O:22])([CH3:27])([CH3:25])[CH3:26]. The catalyst class is: 16. (5) Reactant: Cl[C:2](=[O:8])[CH2:3][C:4]([O:6][CH3:7])=[O:5].[NH2:9][C:10]1[CH:15]=[CH:14][CH:13]=[CH:12][CH:11]=1. Product: [O:8]=[C:2]([NH:9][C:10]1[CH:15]=[CH:14][CH:13]=[CH:12][CH:11]=1)[CH2:3][C:4]([O:6][CH3:7])=[O:5]. The catalyst class is: 2. (6) Reactant: [C:1]([N:9]=[C:10]=[S:11])(=[O:8])[C:2]1[CH:7]=[CH:6][CH:5]=[CH:4][CH:3]=1.[NH2:12][C@@:13]1([C:41]2[CH:46]=[CH:45][CH:44]=[C:43]([F:47])[C:42]=2[F:48])[CH2:17][O:16][C@H:15]([CH2:18][O:19][C:20]([C:33]2[CH:38]=[CH:37][CH:36]=[CH:35][CH:34]=2)([C:27]2[CH:32]=[CH:31][CH:30]=[CH:29][CH:28]=2)[C:21]2[CH:26]=[CH:25][CH:24]=[CH:23][CH:22]=2)[C@H:14]1[CH2:39][OH:40].CCOC(C)=O. Product: [F:48][C:42]1[C:43]([F:47])=[CH:44][CH:45]=[CH:46][C:41]=1[C@@:13]1([NH:12][C:10]([NH:9][C:1](=[O:8])[C:2]2[CH:7]=[CH:6][CH:5]=[CH:4][CH:3]=2)=[S:11])[C@H:14]([CH2:39][OH:40])[C@@H:15]([CH2:18][O:19][C:20]([C:33]2[CH:38]=[CH:37][CH:36]=[CH:35][CH:34]=2)([C:21]2[CH:22]=[CH:23][CH:24]=[CH:25][CH:26]=2)[C:27]2[CH:32]=[CH:31][CH:30]=[CH:29][CH:28]=2)[O:16][CH2:17]1. The catalyst class is: 2. (7) Reactant: [Cl:1][C:2]1[CH:7]=[C:6]([CH3:8])[N:5]=[C:4]2[NH:9][CH:10]=[CH:11][C:3]=12.C1C(=O)N([I:19])C(=O)C1. Product: [Cl:1][C:2]1[CH:7]=[C:6]([CH3:8])[N:5]=[C:4]2[NH:9][CH:10]=[C:11]([I:19])[C:3]=12. The catalyst class is: 2. (8) Reactant: C(O)(=O)C.[Cl:5][C:6]1[CH:16]=[CH:15][CH:14]=[C:8]2[C:9]([O:11][C:12](=[O:13])[C:7]=12)=O.[NH2:17][C:18]1[CH:23]=[CH:22][CH:21]=[CH:20][CH:19]=1. Product: [Cl:5][C:6]1[CH:16]=[CH:15][CH:14]=[C:8]2[C:9]([N:17]([C:18]3[CH:23]=[CH:22][CH:21]=[CH:20][CH:19]=3)[C:12](=[O:13])[C:7]=12)=[O:11]. The catalyst class is: 6. (9) Reactant: [F:1][C:2]([F:6])([F:5])[CH2:3][OH:4].[H-].[Na+].Cl[C:10]1[N:15]=[C:14]([NH2:16])[C:13]([N+:17]([O-:19])=[O:18])=[CH:12][C:11]=1[CH3:20].O. Product: [CH3:20][C:11]1[CH:12]=[C:13]([N+:17]([O-:19])=[O:18])[C:14]([NH2:16])=[N:15][C:10]=1[O:4][CH2:3][C:2]([F:6])([F:5])[F:1]. The catalyst class is: 7.